From a dataset of Retrosynthesis with 50K atom-mapped reactions and 10 reaction types from USPTO. Predict the reactants needed to synthesize the given product. (1) Given the product CSCCC(NS(=O)(=O)c1cnc(N2CCC(CCCCCC3CCN(S(=O)(=O)c4cc(Br)c(Cl)s4)CC3)CC2)c(Br)c1)C(=O)O, predict the reactants needed to synthesize it. The reactants are: CSCCC(NS(=O)(=O)c1cnc(N2CCC(CCCCCC3CCNCC3)CC2)c(Br)c1)C(=O)O.O=S(=O)(Cl)c1cc(Br)c(Cl)s1. (2) Given the product O=C1c2ccc(Nc3ccccc3)cc2CCc2ccc(O)cc21, predict the reactants needed to synthesize it. The reactants are: COc1ccc2c(c1)C(=O)c1ccc(Nc3ccccc3)cc1CC2. (3) Given the product N#Cc1cc(Br)ccc1OCc1ccccc1, predict the reactants needed to synthesize it. The reactants are: BrCc1ccccc1.N#Cc1cc(Br)ccc1O. (4) Given the product CC(=O)O[C@H]1C[C@H](n2cnc3c(N[C@H]4CCc5ccccc54)ncnc32)O[C@@H]1CO, predict the reactants needed to synthesize it. The reactants are: CC(=O)O[C@H]1C[C@H](n2cnc3c(N[C@H]4CCc5ccccc54)ncnc32)O[C@@H]1CO[Si](C)(C)C(C)(C)C.